Dataset: Full USPTO retrosynthesis dataset with 1.9M reactions from patents (1976-2016). Task: Predict the reactants needed to synthesize the given product. (1) Given the product [CH:15]([N:13]([CH3:14])[C@@H:10]1[CH2:11][CH2:12][C@H:7]([N:4]2[CH2:5][CH2:6][C@H:2]([NH:1][C:30]3[C:39]4[C:34](=[CH:35][CH:36]=[C:37]([C:40]([F:42])([F:43])[F:41])[CH:38]=4)[N:33]=[CH:32][N:31]=3)[C:3]2=[O:21])[C@H:8]([CH2:18][CH2:19][CH3:20])[CH2:9]1)([CH3:16])[CH3:17], predict the reactants needed to synthesize it. The reactants are: [NH2:1][C@H:2]1[CH2:6][CH2:5][N:4]([C@H:7]2[CH2:12][CH2:11][C@@H:10]([N:13]([CH:15]([CH3:17])[CH3:16])[CH3:14])[CH2:9][C@H:8]2[CH2:18][CH2:19][CH3:20])[C:3]1=[O:21].C(N(CC)CC)C.Cl[C:30]1[C:39]2[C:34](=[CH:35][CH:36]=[C:37]([C:40]([F:43])([F:42])[F:41])[CH:38]=2)[N:33]=[CH:32][N:31]=1. (2) Given the product [Br:54][CH2:28][C:27]#[C:26][C:24]1[CH:25]=[C:16]([N:15]([C@H:12]2[CH2:13][CH2:14][C@H:9]([N:8]([C:6]([O:5][C:1]([CH3:4])([CH3:3])[CH3:2])=[O:7])[CH3:33])[CH2:10][CH2:11]2)[CH2:31][CH3:32])[C:17]([CH3:30])=[C:18]([CH:23]=1)[C:19]([O:21][CH3:22])=[O:20], predict the reactants needed to synthesize it. The reactants are: [C:1]([O:5][C:6]([N:8]([CH3:33])[C@H:9]1[CH2:14][CH2:13][C@H:12]([N:15]([CH2:31][CH3:32])[C:16]2[C:17]([CH3:30])=[C:18]([CH:23]=[C:24]([C:26]#[C:27][CH2:28]O)[CH:25]=2)[C:19]([O:21][CH3:22])=[O:20])[CH2:11][CH2:10]1)=[O:7])([CH3:4])([CH3:3])[CH3:2].C1C=CC(P(C2C=CC=CC=2)C2C=CC=CC=2)=CC=1.C(Br)(Br)(Br)[Br:54]. (3) Given the product [Cl:28][C:22]1[CH:23]=[C:24]([Cl:27])[CH:25]=[CH:26][C:21]=1[CH2:20][NH:19][C:18]([N:14]1[CH2:13][CH:12]2[CH:16]([CH2:17][N:11]2[C:8]2[CH:9]=[CH:10][C:5]([C:4]([OH:30])=[O:3])=[CH:6][CH:7]=2)[CH2:15]1)=[O:29], predict the reactants needed to synthesize it. The reactants are: C([O:3][C:4](=[O:30])[C:5]1[CH:10]=[CH:9][C:8]([N:11]2[CH2:17][CH:16]3[CH:12]2[CH2:13][N:14]([C:18](=[O:29])[NH:19][CH2:20][C:21]2[CH:26]=[CH:25][C:24]([Cl:27])=[CH:23][C:22]=2[Cl:28])[CH2:15]3)=[CH:7][CH:6]=1)C.[OH-].[Na+].